The task is: Predict the reaction yield, written as a fraction of the theoretical maximum amount of product (1.0 means a 100% yield; for example, 0.34 means a 34% yield).. This data is from Reaction yield outcomes from USPTO patents with 853,638 reactions. The reactants are [F:1][C:2]1[CH:8]=[CH:7][C:5]([NH2:6])=[C:4]([N+:9]([O-:11])=[O:10])[CH:3]=1.Cl.[N:13]([O-])=O.[Na+].[OH:17][C:18]1[C:23]([CH2:24][OH:25])=[CH:22][C:21]([O:26][CH3:27])=[CH:20][C:19]=1CO.[OH-].[Na+].C1(O)C=CC=CC=1. The catalyst is O.S(=O)(=O)(O)N.C(O)C. The product is [F:1][C:2]1[CH:8]=[CH:7][C:5]([N:6]=[N:13][C:19]2[CH:20]=[C:21]([O:26][CH3:27])[CH:22]=[C:23]([CH2:24][OH:25])[C:18]=2[OH:17])=[C:4]([N+:9]([O-:11])=[O:10])[CH:3]=1. The yield is 0.680.